Dataset: Full USPTO retrosynthesis dataset with 1.9M reactions from patents (1976-2016). Task: Predict the reactants needed to synthesize the given product. (1) Given the product [ClH:25].[NH2:8][C@@H:9]([CH2:14][C:15]1[CH:24]=[CH:23][C:22]2[C:17](=[CH:18][CH:19]=[CH:20][CH:21]=2)[CH:16]=1)[C:10]([NH:12][CH3:13])=[O:11], predict the reactants needed to synthesize it. The reactants are: C(OC([NH:8][C@@H:9]([CH2:14][C:15]1[CH:24]=[CH:23][C:22]2[C:17](=[CH:18][CH:19]=[CH:20][CH:21]=2)[CH:16]=1)[C:10]([NH:12][CH3:13])=[O:11])=O)(C)(C)C.[ClH:25]. (2) Given the product [Cl:1][C:2]1[CH:7]=[C:6]([Cl:8])[CH:5]=[CH:4][C:3]=1[CH2:9][Br:10], predict the reactants needed to synthesize it. The reactants are: [Cl:1][C:2]1[CH:7]=[C:6]([Cl:8])[CH:5]=[CH:4][C:3]=1[CH3:9].[Br-:10].[Na+].O.